This data is from Forward reaction prediction with 1.9M reactions from USPTO patents (1976-2016). The task is: Predict the product of the given reaction. Given the reactants [Br:1][C:2]1[CH:7]=[CH:6][C:5]([C:8]([CH3:15])([CH3:14])[C:9]([O:11]CC)=[O:10])=[CH:4][CH:3]=1.[OH-].[Na+], predict the reaction product. The product is: [Br:1][C:2]1[CH:3]=[CH:4][C:5]([C:8]([CH3:15])([CH3:14])[C:9]([OH:11])=[O:10])=[CH:6][CH:7]=1.